This data is from Catalyst prediction with 721,799 reactions and 888 catalyst types from USPTO. The task is: Predict which catalyst facilitates the given reaction. (1) Reactant: [NH2:1][CH2:2][C@H:3]1[O:7][C:6](=[O:8])[N:5]([CH2:9][C@@H:10]2[C@H:13]([NH:14][C:15](=[O:31])/[C:16](=[N:23]\[O:24][C:25]3([C:28]([OH:30])=[O:29])[CH2:27][CH2:26]3)/[C:17]3[N:18]=[C:19]([NH2:22])[S:20][CH:21]=3)[C:12](=[O:32])[N:11]2[S:33]([OH:36])(=[O:35])=[O:34])[CH2:4]1.Cl.[N:38]1([C:43](N)=[NH:44])C=CC=N1.CCN(C(C)C)C(C)C. Product: [NH2:22][C:19]1[S:20][CH:21]=[C:17](/[C:16](=[N:23]/[O:24][C:25]2([C:28]([OH:30])=[O:29])[CH2:26][CH2:27]2)/[C:15]([NH:14][C@@H:13]2[C:12](=[O:32])[N:11]([S:33]([OH:36])(=[O:34])=[O:35])[C@@H:10]2[CH2:9][N:5]2[CH2:4][C@@H:3]([CH2:2][NH:1][C:43]([NH2:44])=[NH:38])[O:7][C:6]2=[O:8])=[O:31])[N:18]=1. The catalyst class is: 3. (2) Reactant: [CH3:1][S:2]([C:5]1[CH:6]=[C:7]([C:11]2[S:15][C:14]([C:16]3[N:20]([C:21]4[CH:26]=[CH:25][CH:24]=[CH:23][C:22]=4[C:27]([F:30])([F:29])[F:28])[N:19]=[C:18]([C:31]([OH:34])([CH3:33])[CH3:32])[CH:17]=3)=[CH:13][CH:12]=2)[CH:8]=[CH:9][CH:10]=1)(=[O:4])=[O:3].[Br:35]N1C(=O)CCC1=O. Product: [Br:35][C:17]1[C:18]([C:31]([OH:34])([CH3:32])[CH3:33])=[N:19][N:20]([C:21]2[CH:26]=[CH:25][CH:24]=[CH:23][C:22]=2[C:27]([F:30])([F:28])[F:29])[C:16]=1[C:14]1[S:15][C:11]([C:7]2[CH:8]=[CH:9][CH:10]=[C:5]([S:2]([CH3:1])(=[O:4])=[O:3])[CH:6]=2)=[CH:12][CH:13]=1. The catalyst class is: 23. (3) Reactant: [Cl:1][C:2]1[CH:3]=[C:4]2[C:8](=[CH:9][CH:10]=1)[NH:7][C:6]([S:11]([N:14]1[CH2:19][CH2:18][N:17]([C:20](=[O:33])[C:21]3[CH:26]=[CH:25][C:24]([C:27]4[CH:32]=[CH:31][N:30]=[CH:29][CH:28]=4)=[CH:23][CH:22]=3)[CH2:16][CH2:15]1)(=[O:13])=[O:12])=[CH:5]2.ClC1C=C(C=CC=1)C(OO)=[O:39]. Product: [Cl:1][C:2]1[CH:3]=[C:4]2[C:8](=[CH:9][CH:10]=1)[NH:7][C:6]([S:11]([N:14]1[CH2:19][CH2:18][N:17]([C:20]([C:21]3[CH:22]=[CH:23][C:24]([C:27]4[CH:32]=[CH:31][N+:30]([O-:39])=[CH:29][CH:28]=4)=[CH:25][CH:26]=3)=[O:33])[CH2:16][CH2:15]1)(=[O:13])=[O:12])=[CH:5]2. The catalyst class is: 4. (4) Reactant: [F:1][C:2]1[C:3]([C:23]#[N:24])=[N:4][CH:5]=[C:6]([C:8]2[CH:13]=[CH:12][N:11]=[C:10]3[NH:14][C:15]([C:17]4[CH:18]=[N:19][N:20]([CH3:22])[CH:21]=4)=[N:16][C:9]=23)[CH:7]=1.[H][H]. Product: [F:1][C:2]1[C:3]([CH2:23][NH2:24])=[N:4][CH:5]=[C:6]([C:8]2[CH:13]=[CH:12][N:11]=[C:10]3[NH:14][C:15]([C:17]4[CH:18]=[N:19][N:20]([CH3:22])[CH:21]=4)=[N:16][C:9]=23)[CH:7]=1. The catalyst class is: 94. (5) Reactant: [CH3:1][S:2]([C:5]1[CH:10]=[CH:9][C:8]([NH2:11])=[CH:7][CH:6]=1)(=[O:4])=[O:3].N([O-])=O.[Na+].[N-:16]=[N+:17]=[N-].[Na+].C([O-])(O)=O.[Na+]. Product: [N:11]([C:8]1[CH:9]=[CH:10][C:5]([S:2]([CH3:1])(=[O:3])=[O:4])=[CH:6][CH:7]=1)=[N+:16]=[N-:17]. The catalyst class is: 484.